The task is: Predict the reactants needed to synthesize the given product.. This data is from Full USPTO retrosynthesis dataset with 1.9M reactions from patents (1976-2016). (1) Given the product [C:29]([O:28][C:26]([CH:25]=[N:1][C:2]1[CH:3]=[C:4]([NH:8][C:9]2[N:14]=[C:13]([NH:15][C:16]3[CH:21]=[CH:20][CH:19]=[C:18]([N:22]=[CH:25][C:26]([O:28][C:29]([CH3:32])([CH3:31])[CH3:30])=[O:27])[CH:17]=3)[C:12]([F:23])=[CH:11][N:10]=2)[CH:5]=[CH:6][CH:7]=1)=[O:27])([CH3:32])([CH3:31])[CH3:30], predict the reactants needed to synthesize it. The reactants are: [NH2:1][C:2]1[CH:3]=[C:4]([NH:8][C:9]2[N:14]=[C:13]([NH:15][C:16]3[CH:21]=[CH:20][CH:19]=[C:18]([NH2:22])[CH:17]=3)[C:12]([F:23])=[CH:11][N:10]=2)[CH:5]=[CH:6][CH:7]=1.Br[CH2:25][C:26]([O:28][C:29]([CH3:32])([CH3:31])[CH3:30])=[O:27]. (2) Given the product [CH3:27][S:25][C:23]1[S:24][C:7]2[C:2]([N:1]=1)=[CH:3][CH:4]=[C:5]([C:9]1[CH:10]=[C:11]([CH:17]=[CH:18][CH:19]=1)[C:12]([O:14][CH2:15][CH3:16])=[O:13])[N:6]=2, predict the reactants needed to synthesize it. The reactants are: [NH2:1][C:2]1[CH:3]=[CH:4][C:5]([C:9]2[CH:10]=[C:11]([CH:17]=[CH:18][CH:19]=2)[C:12]([O:14][CH2:15][CH3:16])=[O:13])=[N:6][C:7]=1Br.CCO[C:23]([S-:25])=[S:24].[K+].[C:27](O)(=O)C.IC.